The task is: Predict which catalyst facilitates the given reaction.. This data is from Catalyst prediction with 721,799 reactions and 888 catalyst types from USPTO. Reactant: [NH2:1][C:2]1[CH:49]=[CH:48][C:5]([C:6]([NH:8][C:9]2[C:17]3[C:12](=[CH:13][CH:14]=[C:15]([S:18]([C:21]4[CH:26]=[C:25]([F:27])[CH:24]=[C:23]([F:28])[CH:22]=4)(=[O:20])=[O:19])[CH:16]=3)[N:11](C(C3C=CC=CC=3)(C3C=CC=CC=3)C3C=CC=CC=3)[N:10]=2)=[O:7])=[C:4]([N:50]([CH:57]2[CH2:62][CH2:61][O:60][CH2:59][CH2:58]2)C(=O)C(F)(F)F)[CH:3]=1.FC(F)(F)C(O)=O.C(O[BH-](OC(=O)C)OC(=O)C)(=O)C.C[N+](C)(C)C.[CH3:88][N:89]([CH3:94])[CH2:90][C:91](=O)[CH3:92]. Product: [F:27][C:25]1[CH:26]=[C:21]([S:18]([C:15]2[CH:16]=[C:17]3[C:12](=[CH:13][CH:14]=2)[NH:11][N:10]=[C:9]3[NH:8][C:6](=[O:7])[C:5]2[CH:48]=[CH:49][C:2]([NH:1][CH:91]([CH3:92])[CH2:90][N:89]([CH3:94])[CH3:88])=[CH:3][C:4]=2[NH:50][CH:57]2[CH2:62][CH2:61][O:60][CH2:59][CH2:58]2)(=[O:19])=[O:20])[CH:22]=[C:23]([F:28])[CH:24]=1. The catalyst class is: 4.